From a dataset of Full USPTO retrosynthesis dataset with 1.9M reactions from patents (1976-2016). Predict the reactants needed to synthesize the given product. (1) Given the product [F:24][C:25]1[CH:30]=[CH:29][C:28]([C:31]2([O:37][CH3:38])[CH2:32][CH2:33][N:34]([C:7]([C:6]3[C:10]([NH:11][C:12]4[CH:17]=[CH:16][CH:15]=[CH:14][C:13]=4[CH3:18])=[C:2]([CH3:1])[C:3]([S:19]([NH2:20])(=[O:21])=[O:22])=[N:4][CH:5]=3)=[O:8])[CH2:35][CH2:36]2)=[CH:27][CH:26]=1, predict the reactants needed to synthesize it. The reactants are: [CH3:1][C:2]1[C:3]([S:19](=[O:22])(=[O:21])[NH2:20])=[N:4][CH:5]=[C:6]([C:10]=1[NH:11][C:12]1[CH:17]=[CH:16][CH:15]=[CH:14][C:13]=1[CH3:18])[C:7](O)=[O:8].Cl.[F:24][C:25]1[CH:30]=[CH:29][C:28]([C:31]2([O:37][CH3:38])[CH2:36][CH2:35][NH:34][CH2:33][CH2:32]2)=[CH:27][CH:26]=1. (2) Given the product [CH:13]1([C:11](=[O:10])[CH2:7][C:6]#[N:8])[CH2:17][CH2:16][CH2:15][CH2:14]1, predict the reactants needed to synthesize it. The reactants are: C([Li])CCC.[C:6](#[N:8])[CH3:7].C[O:10][C:11]([CH:13]1[CH2:17][CH2:16][CH2:15][CH2:14]1)=O. (3) Given the product [C:26]1([C:19]2[O:20][C:21]([C:22]([F:23])([F:25])[F:24])=[C:17]([C:15]([NH:14][C:11]3[CH:12]=[CH:13][C:8]([N:2]4[CH2:7][CH2:6][N:5]([C:45]([C:32]56[CH2:41][CH:36]7[CH2:37][CH:38]([CH2:40][C:34]([C:42]([OH:44])=[O:43])([CH2:35]7)[CH2:33]5)[CH2:39]6)=[O:46])[CH2:4][CH2:3]4)=[CH:9][CH:10]=3)=[O:16])[N:18]=2)[CH:31]=[CH:30][CH:29]=[CH:28][CH:27]=1, predict the reactants needed to synthesize it. The reactants are: Cl.[N:2]1([C:8]2[CH:13]=[CH:12][C:11]([NH:14][C:15]([C:17]3[N:18]=[C:19]([C:26]4[CH:31]=[CH:30][CH:29]=[CH:28][CH:27]=4)[O:20][C:21]=3[C:22]([F:25])([F:24])[F:23])=[O:16])=[CH:10][CH:9]=2)[CH2:7][CH2:6][NH:5][CH2:4][CH2:3]1.[C:32]12([C:45](O)=[O:46])[CH2:41][CH:36]3[CH2:37][CH:38]([CH2:40][C:34]([C:42]([OH:44])=[O:43])([CH2:35]3)[CH2:33]1)[CH2:39]2.C(N(CC)CC)C.F[P-](F)(F)(F)(F)F.N1(O[P+](N(C)C)(N(C)C)N(C)C)C2C=CC=CC=2N=N1. (4) Given the product [ClH:14].[Cl:14][C:15]1[C:20]([Cl:21])=[CH:19][CH:18]=[CH:17][C:16]=1[O:11][CH:10]1[CH2:9][CH2:8][N:7]([CH3:12])[CH2:6][C:5]2[S:13][C:2]([CH3:1])=[CH:3][C:4]1=2, predict the reactants needed to synthesize it. The reactants are: [CH3:1][C:2]1[S:13][C:5]2[CH2:6][N:7]([CH3:12])[CH2:8][CH2:9][CH:10]([OH:11])[C:4]=2[CH:3]=1.[Cl:14][C:15]1[C:20]([Cl:21])=[CH:19][CH:18]=[CH:17][C:16]=1F. (5) The reactants are: C([O:5][C:6]([C:8]1[CH:9]=[CH:10][C:11]([C:14]2[N:18]=[C:17]([C:19]3[CH:24]=[CH:23][CH:22]=[C:21]([C:25]#[N:26])[CH:20]=3)[O:16][N:15]=2)=[N:12][CH:13]=1)=[O:7])(C)(C)C. Given the product [OH:7][C:6]([C:8]1[CH:9]=[CH:10][C:11]([C:14]2[N:18]=[C:17]([C:19]3[CH:24]=[CH:23][CH:22]=[C:21]([C:25]#[N:26])[CH:20]=3)[O:16][N:15]=2)=[N:12][CH:13]=1)=[O:5], predict the reactants needed to synthesize it. (6) Given the product [CH2:1]([C@@:4]1([CH3:33])[CH2:9][C@H:8]([C:10]2[CH:15]=[CH:14][CH:13]=[C:12]([Cl:16])[CH:11]=2)[C@@H:7]([C:17]2[CH:18]=[CH:19][C:20]([Cl:23])=[CH:21][CH:22]=2)[N:6]([C@H:24]([CH2:25][CH2:26][CH2:27][CH:28]([OH:29])[CH3:34])[CH2:30][CH3:31])[C:5]1=[O:32])[CH:2]=[CH2:3], predict the reactants needed to synthesize it. The reactants are: [CH2:1]([C@@:4]1([CH3:33])[CH2:9][C@H:8]([C:10]2[CH:15]=[CH:14][CH:13]=[C:12]([Cl:16])[CH:11]=2)[C@@H:7]([C:17]2[CH:22]=[CH:21][C:20]([Cl:23])=[CH:19][CH:18]=2)[N:6]([C@@H:24]([CH2:30][CH3:31])[CH2:25][CH2:26][CH2:27][CH:28]=[O:29])[C:5]1=[O:32])[CH:2]=[CH2:3].[CH3:34][Mg]Br. (7) The reactants are: [CH3:1][O:2][C:3]1[CH:4]=[C:5]([C:13]2[CH:18]=[C:17]([CH2:19][N:20]3[CH2:25][CH2:24][NH:23][CH2:22][CH2:21]3)[CH:16]=[CH:15][N:14]=2)[CH:6]=[C:7]([O:11][CH3:12])[C:8]=1[O:9][CH3:10].[CH3:26][O:27][C:28]1[CH:29]=[C:30]([C:38]2[CH:39]=[C:40]([CH:44]=[CH:45][N:46]=2)[C:41](O)=[O:42])[CH:31]=[C:32]([O:36][CH3:37])[C:33]=1[O:34][CH3:35]. Given the product [CH3:26][O:27][C:28]1[CH:29]=[C:30]([C:38]2[CH:39]=[C:40]([CH:44]=[CH:45][N:46]=2)[C:41]([N:23]2[CH2:24][CH2:25][N:20]([CH2:19][C:17]3[CH:16]=[CH:15][N:14]=[C:13]([C:5]4[CH:6]=[C:7]([O:11][CH3:12])[C:8]([O:9][CH3:10])=[C:3]([O:2][CH3:1])[CH:4]=4)[CH:18]=3)[CH2:21][CH2:22]2)=[O:42])[CH:31]=[C:32]([O:36][CH3:37])[C:33]=1[O:34][CH3:35], predict the reactants needed to synthesize it. (8) Given the product [CH2:1]([C:3]1([C:22]2[C:21]3[C:25](=[C:17]([N+:14]([O-:16])=[O:15])[CH:18]=[CH:19][CH:20]=3)[NH:24][CH:23]=2)[C:11]2[C:6](=[CH:7][C:8]([F:12])=[CH:9][CH:10]=2)[CH2:5][CH2:4]1)[CH3:2], predict the reactants needed to synthesize it. The reactants are: [CH2:1]([C:3]1(O)[C:11]2[C:6](=[CH:7][C:8]([F:12])=[CH:9][CH:10]=2)[CH2:5][CH2:4]1)[CH3:2].[N+:14]([C:17]1[CH:18]=[CH:19][CH:20]=[C:21]2[C:25]=1[NH:24][CH:23]=[CH:22]2)([O-:16])=[O:15]. (9) Given the product [NH2:15][C:13]([NH:12][C:4]1[S:3][C:2]([CH3:1])=[N:6][C:5]=1[C:7]([NH:26][C@H:27]1[CH2:33][CH2:32][CH2:31][CH2:30][N:29]([C:34]([O:36][C:37]([CH3:38])([CH3:43])[CH3:22])=[O:35])[CH2:28]1)=[O:9])=[O:14], predict the reactants needed to synthesize it. The reactants are: [CH3:1][C:2]1[S:3][C:4]([NH:12][C:13]([NH:15]C(=O)C(Cl)(Cl)Cl)=[O:14])=[C:5]([C:7]([O:9]CC)=O)[N:6]=1.[CH3:22][Al](C)C.[NH2:26][C@H:27]1[CH2:33][CH2:32][CH2:31][CH2:30][N:29]([C:34]([O-:36])=[O:35])[CH2:28]1.[C@H:37](O)([C:43]([O-])=O)[C@@H:38](O)C([O-])=O.[Na+].[K+]. (10) Given the product [CH3:15][O:16][C:17]1[CH:22]=[CH:21][C:20]([O:23][C:8]2[CH:13]=[CH:12][C:11]([CH3:14])=[CH:10][CH:9]=2)=[CH:19][CH:18]=1, predict the reactants needed to synthesize it. The reactants are: C(=O)([O-])[O-].[Cs+].[Cs+].I[C:8]1[CH:13]=[CH:12][C:11]([CH3:14])=[CH:10][CH:9]=1.[CH3:15][O:16][C:17]1[CH:22]=[CH:21][C:20]([OH:23])=[CH:19][CH:18]=1.